Dataset: Peptide-MHC class I binding affinity with 185,985 pairs from IEDB/IMGT. Task: Regression. Given a peptide amino acid sequence and an MHC pseudo amino acid sequence, predict their binding affinity value. This is MHC class I binding data. (1) The peptide sequence is FQWMGYELW. The MHC is HLA-B35:01 with pseudo-sequence HLA-B35:01. The binding affinity (normalized) is 0.102. (2) The peptide sequence is GLIQLVEGV. The MHC is HLA-A02:01 with pseudo-sequence HLA-A02:01. The binding affinity (normalized) is 0.473. (3) The peptide sequence is RLSFKELLVY. The MHC is HLA-A26:01 with pseudo-sequence HLA-A26:01. The binding affinity (normalized) is 0.148. (4) The peptide sequence is QKEEAAICGQMDLS. The MHC is HLA-A68:01 with pseudo-sequence HLA-A68:01. The binding affinity (normalized) is 0. (5) The peptide sequence is CTGKFKVVK. The MHC is HLA-A01:01 with pseudo-sequence HLA-A01:01. The binding affinity (normalized) is 0. (6) The peptide sequence is ISAGFSLWIY. The MHC is HLA-A29:02 with pseudo-sequence HLA-A29:02. The binding affinity (normalized) is 0.923.